This data is from Catalyst prediction with 721,799 reactions and 888 catalyst types from USPTO. The task is: Predict which catalyst facilitates the given reaction. (1) Reactant: [Cl-].[C:2]([C:5]1[CH:24]=[CH:23][C:8]([CH2:9][N:10]([CH2:15][CH2:16][NH+:17]2[CH2:22][CH2:21][O:20][CH2:19][CH2:18]2)[S:11]([CH3:14])(=[O:13])=[O:12])=[CH:7][CH:6]=1)([OH:4])=[O:3].[Cl:25][C:26]1[CH:27]=[N+:28]([O-:51])[CH:29]=[C:30]([Cl:50])[C:31]=1[CH2:32][C@@H:33]([C:35]1[CH:40]=[CH:39][C:38]([O:41][CH:42]([F:44])[F:43])=[C:37]([O:45][CH2:46][CH:47]2[CH2:49][CH2:48]2)[CH:36]=1)O.C(Cl)CCl.C(O)C. Product: [Cl:25][C:26]1[CH:27]=[N+:28]([O-:51])[CH:29]=[C:30]([Cl:50])[C:31]=1[CH2:32][C@@H:33]([C:35]1[CH:40]=[CH:39][C:38]([O:41][CH:42]([F:44])[F:43])=[C:37]([O:45][CH2:46][CH:47]2[CH2:49][CH2:48]2)[CH:36]=1)[O:3][C:2](=[O:4])[C:5]1[CH:6]=[CH:7][C:8]([CH2:9][N:10]([CH2:15][CH2:16][N:17]2[CH2:22][CH2:21][O:20][CH2:19][CH2:18]2)[S:11]([CH3:14])(=[O:12])=[O:13])=[CH:23][CH:24]=1. The catalyst class is: 64. (2) Reactant: [CH3:1][O:2][C:3]1[CH:4]=[CH:5][C:6]2[CH:10]=[C:9]([CH3:11])[S:8][C:7]=2[CH:12]=1.[Br:13]Br. Product: [Br:13][C:10]1[C:6]2[CH:5]=[CH:4][C:3]([O:2][CH3:1])=[CH:12][C:7]=2[S:8][C:9]=1[CH3:11]. The catalyst class is: 22. (3) The catalyst class is: 62. Product: [OH:30][C:31]([CH3:36])([CH3:35])[C:32]([NH:34][C:2]1[C:7]2[CH2:8][N:9]([CH:12]([C:14]3[CH:15]=[N:16][C:17]([O:21][CH2:22][C:23]([F:25])([F:26])[F:24])=[C:18]([CH3:20])[CH:19]=3)[CH3:13])[C:10](=[O:11])[C:6]=2[CH:5]=[CH:4][N:3]=1)=[O:33]. Reactant: Cl[C:2]1[C:7]2[CH2:8][N:9]([CH:12]([C:14]3[CH:15]=[N:16][C:17]([O:21][CH2:22][C:23]([F:26])([F:25])[F:24])=[C:18]([CH3:20])[CH:19]=3)[CH3:13])[C:10](=[O:11])[C:6]=2[CH:5]=[CH:4][N:3]=1.C([O:30][C:31]([CH3:36])([CH3:35])[C:32]([NH2:34])=[O:33])(=O)C.CC1(C)C2C=CC=C(P(C3C=CC=CC=3)C3C=CC=CC=3)C=2OC2C1=CC=CC=2P(C1C=CC=CC=1)C1C=CC=CC=1.P([O-])([O-])([O-])=O.[K+].[K+].[K+]. (4) Reactant: [CH3:1][O:2][C:3]1[CH:4]=[C:5]([CH:11]=[C:12]([C:16]2[CH:21]=[CH:20][C:19]([O:22][C:23]3[CH:28]=[CH:27][CH:26]=[CH:25][N:24]=3)=[CH:18][CH:17]=2)[C:13](O)=[O:14])[CH:6]=[C:7]([O:9][CH3:10])[CH:8]=1.F[P-](F)(F)(F)(F)F.N1(O[P+](N(C)C)(N(C)C)[N:47]([CH3:49])[CH3:48])C2C=CC=CC=2N=N1.CNC.C1COCC1. Product: [CH3:1][O:2][C:3]1[CH:4]=[C:5]([CH:11]=[C:12]([C:16]2[CH:17]=[CH:18][C:19]([O:22][C:23]3[CH:28]=[CH:27][CH:26]=[CH:25][N:24]=3)=[CH:20][CH:21]=2)[C:13]([N:47]([CH3:49])[CH3:48])=[O:14])[CH:6]=[C:7]([O:9][CH3:10])[CH:8]=1. The catalyst class is: 851. (5) The catalyst class is: 6. Reactant: [Cl-].[Ca+2].[Cl-].[OH-].[Ca+2].[OH-].Br[CH2:8][CH:9]([OH:15])[CH2:10][C:11]([O:13][CH3:14])=[O:12].[C-]#N.[Na+].Cl.[CH2:20]([N:22](CC)CC)C.S(OCC)(O[CH2:31]C)(=O)=O.C(=O)([O-])O.[Na+]. Product: [C:20]([CH2:8][CH:9]([OH:15])[CH2:10][C:11]([O:13][CH2:14][CH3:31])=[O:12])#[N:22].